From a dataset of Forward reaction prediction with 1.9M reactions from USPTO patents (1976-2016). Predict the product of the given reaction. (1) Given the reactants Cl.[N+:2]([C:5]1[CH:13]=[CH:12][C:8]([C:9]([NH2:11])=[NH:10])=[CH:7][CH:6]=1)([O-:4])=[O:3].C([O-])(O)=O.[Na+].Br[CH2:20][C:21]([C:23]1[CH:24]=[C:25]([CH:28]=[CH:29][CH:30]=1)[C:26]#[N:27])=O, predict the reaction product. The product is: [N+:2]([C:5]1[CH:6]=[CH:7][C:8]([C:9]2[NH:11][C:21]([C:23]3[CH:24]=[C:25]([CH:28]=[CH:29][CH:30]=3)[C:26]#[N:27])=[CH:20][N:10]=2)=[CH:12][CH:13]=1)([O-:4])=[O:3]. (2) Given the reactants [Br:1][C:2]1[CH:3]=[CH:4][C:5]2[O:9][C:8](=[O:10])[C:7]([CH3:12])([CH3:11])[C:6]=2[CH:13]=1.CC(C[AlH]CC(C)C)C, predict the reaction product. The product is: [Br:1][C:2]1[CH:3]=[CH:4][C:5]2[O:9][CH:8]([OH:10])[C:7]([CH3:11])([CH3:12])[C:6]=2[CH:13]=1. (3) Given the reactants [CH2:1]([O:3][C:4]([C:6]1[CH:11]=[C:10]([C:12](=O)[CH2:13]Br)[C:9](=[O:16])[NH:8][C:7]=1[CH3:17])=[O:5])[CH3:2].[CH3:18][O:19][C:20]1[CH:21]=[C:22]([CH:26]=[CH:27][N:28]=1)[C:23]([NH2:25])=[S:24], predict the reaction product. The product is: [CH3:17][C:7]1[NH:8][C:9](=[O:16])[C:10]([C:12]2[N:25]=[C:23]([C:22]3[CH:26]=[CH:27][N:28]=[C:20]([O:19][CH3:18])[CH:21]=3)[S:24][CH:13]=2)=[CH:11][C:6]=1[C:4]([O:3][CH2:1][CH3:2])=[O:5]. (4) Given the reactants [Cl:1][C:2]1[C:3]([N:11]2[CH2:16][CH2:15][CH:14]([N:17]3[CH2:21][CH2:20][C@H:19]([NH:22][C:23]4[CH:28]=[CH:27][C:26]([S:29]([CH3:32])(=[O:31])=[O:30])=[CH:25][C:24]=4[F:33])[C:18]3=[O:34])[CH2:13][CH2:12]2)=[N:4][CH:5]=[C:6]([CH:10]=1)[C:7](Cl)=[O:8].[CH3:35][NH:36][CH3:37], predict the reaction product. The product is: [Cl:1][C:2]1[C:3]([N:11]2[CH2:16][CH2:15][CH:14]([N:17]3[CH2:21][CH2:20][C@H:19]([NH:22][C:23]4[CH:28]=[CH:27][C:26]([S:29]([CH3:32])(=[O:31])=[O:30])=[CH:25][C:24]=4[F:33])[C:18]3=[O:34])[CH2:13][CH2:12]2)=[N:4][CH:5]=[C:6]([CH:10]=1)[C:7]([N:36]([CH3:37])[CH3:35])=[O:8]. (5) The product is: [Cl:17][C:14]1[CH:15]=[CH:16][C:11]([C:9]2[CH:10]=[C:5]([C:3]([NH:26][NH2:27])=[O:2])[CH:6]=[N:7][C:8]=2[O:19][CH2:20][C:21]([F:24])([F:23])[F:22])=[CH:12][C:13]=1[F:18]. Given the reactants C[O:2][C:3]([C:5]1[CH:6]=[N:7][C:8]([O:19][CH2:20][C:21]([F:24])([F:23])[F:22])=[C:9]([C:11]2[CH:16]=[CH:15][C:14]([Cl:17])=[C:13]([F:18])[CH:12]=2)[CH:10]=1)=O.O.[NH2:26][NH2:27].C([O-])([O-])=O.[Na+].[Na+], predict the reaction product. (6) Given the reactants [CH2:1]([O:3][C:4]1[CH:9]=[CH:8][C:7]([F:10])=[CH:6][C:5]=1[C:11]1[C:12]2[NH:19][C:18]([CH3:20])=[C:17]([C:21]([O:23][CH2:24][CH3:25])=[O:22])[C:13]=2[N:14]=[CH:15][N:16]=1)[CH3:2].Cl[CH2:27][O:28][CH2:29][CH2:30][Si:31]([CH3:34])([CH3:33])[CH3:32], predict the reaction product. The product is: [CH2:1]([O:3][C:4]1[CH:9]=[CH:8][C:7]([F:10])=[CH:6][C:5]=1[C:11]1[C:12]2[N:19]([CH2:27][O:28][CH2:29][CH2:30][Si:31]([CH3:34])([CH3:33])[CH3:32])[C:18]([CH3:20])=[C:17]([C:21]([O:23][CH2:24][CH3:25])=[O:22])[C:13]=2[N:14]=[CH:15][N:16]=1)[CH3:2]. (7) The product is: [CH3:1][N:2]1[C:6]([S:7][CH3:8])=[C:5]([CH3:9])[C:4]([C:10]2[CH:15]=[CH:14][C:13]([OH:16])=[C:12]([CH3:20])[CH:11]=2)=[N:3]1. Given the reactants [CH3:1][N:2]1[C:6]([S:7][CH3:8])=[C:5]([CH3:9])[C:4]([C:10]2[CH:15]=[CH:14][C:13]([O:16]C(C)C)=[C:12]([CH3:20])[CH:11]=2)=[N:3]1.S(=O)(=O)(O)O, predict the reaction product.